Dataset: Full USPTO retrosynthesis dataset with 1.9M reactions from patents (1976-2016). Task: Predict the reactants needed to synthesize the given product. (1) Given the product [Cl:42][C:7]1[CH:8]=[C:9]([CH2:13][C:14]2[S:18][C:17]3[C:16]([CH2:19][O:20][CH3:1])=[N:43][N:38]([CH3:39])[C:36](=[O:37])[C:35]=3[C:15]=2[O:22][CH2:23][CH2:24][OH:25])[CH:10]=[CH:11][CH:12]=1, predict the reactants needed to synthesize it. The reactants are: [CH2:1]([Li])CCC.Cl[C:7]1[CH:8]=[C:9]([CH2:13][C:14]2[S:18][CH:17]=[C:16]([C:19](O)=[O:20])[C:15]=2[O:22][CH2:23][CH2:24][O:25][Si](C(C)(C)C)(C)C)[CH:10]=[CH:11][CH:12]=1.CO[CH2:35][C:36]([N:38](OC)[CH3:39])=[O:37].[Cl-:42].[NH4+:43]. (2) The reactants are: COC1C=CC(C[N:8]2[C:12]3=[N:13][CH:14]=[C:15]([NH:17][C:18]4[CH:23]=[CH:22][C:21]([CH2:24][N:25]5[CH2:30][CH2:29][N:28]([CH3:31])[CH2:27][CH2:26]5)=[CH:20][CH:19]=4)[CH:16]=[C:11]3[C:10]([CH3:32])=[N:9]2)=CC=1.FC(F)(F)C(O)=O. Given the product [CH3:32][C:10]1[C:11]2[C:12](=[N:13][CH:14]=[C:15]([NH:17][C:18]3[CH:23]=[CH:22][C:21]([CH2:24][N:25]4[CH2:26][CH2:27][N:28]([CH3:31])[CH2:29][CH2:30]4)=[CH:20][CH:19]=3)[CH:16]=2)[NH:8][N:9]=1, predict the reactants needed to synthesize it.